Task: Binary Classification. Given a T-cell receptor sequence (or CDR3 region) and an epitope sequence, predict whether binding occurs between them.. Dataset: TCR-epitope binding with 47,182 pairs between 192 epitopes and 23,139 TCRs (1) The epitope is YLDAYNMMI. The TCR CDR3 sequence is CSASRGAGEQFF. Result: 1 (the TCR binds to the epitope). (2) The epitope is RLRAEAQVK. The TCR CDR3 sequence is CASSGRDRGYAQSSYEQYF. Result: 1 (the TCR binds to the epitope). (3) The epitope is KAFSPEVIPMF. The TCR CDR3 sequence is CATSVGRGRGYTF. Result: 0 (the TCR does not bind to the epitope). (4) The epitope is TEILPVSMTK. The TCR CDR3 sequence is CASSEVVTAFSYEQYF. Result: 0 (the TCR does not bind to the epitope). (5) The epitope is YEGNSPFHPL. The TCR CDR3 sequence is CASSQEPHQPQHF. Result: 1 (the TCR binds to the epitope).